From a dataset of Catalyst prediction with 721,799 reactions and 888 catalyst types from USPTO. Predict which catalyst facilitates the given reaction. (1) Reactant: [I:1]I.[CH3:3][O:4][C:5]1[CH:6]=[C:7]([CH2:15][CH:16]([OH:18])[CH3:17])[CH:8]=[C:9]([O:13][CH3:14])[C:10]=1[O:11][CH3:12].C([O-])(O)=O.[Na+]. Product: [I:1][C:8]1[C:9]([O:13][CH3:14])=[C:10]([O:11][CH3:12])[C:5]([O:4][CH3:3])=[CH:6][C:7]=1[CH2:15][CH:16]([OH:18])[CH3:17]. The catalyst class is: 2. (2) The catalyst class is: 8. Reactant: [F:1][C:2]1[CH:10]=[CH:9][C:5]([C:6]([NH2:8])=[O:7])=[CH:4][CH:3]=1.Cl[CH:12]([C:17]([CH3:19])=O)[C:13]([O:15][CH3:16])=[O:14]. Product: [CH3:16][O:15][C:13]([C:12]1[O:7][C:6]([C:5]2[CH:9]=[CH:10][C:2]([F:1])=[CH:3][CH:4]=2)=[N:8][C:17]=1[CH3:19])=[O:14]. (3) Product: [NH2:1][C:2]1[C:10]([CH3:11])=[CH:9][C:8]([Br:19])=[C:4]([CH:3]=1)[C:5]([OH:7])=[O:6]. Reactant: [NH2:1][C:2]1[CH:3]=[C:4]([CH:8]=[CH:9][C:10]=1[CH3:11])[C:5]([OH:7])=[O:6].C1C(=O)N([Br:19])C(=O)C1. The catalyst class is: 3. (4) Reactant: [CH2:1]([OH:3])[CH3:2].[C:4]1(=[O:9])[O:8][CH2:7][CH2:6][CH2:5]1.Cl.C1COCC1. Product: [CH2:1]([O:3][C:7](=[O:8])[CH2:6][CH2:5][CH2:4][OH:9])[CH3:2]. The catalyst class is: 28. (5) Reactant: [N:1]1([CH2:6][CH2:7][CH2:8][CH2:9][C:10]2[CH:15]=[CH:14][C:13]([NH2:16])=[CH:12][CH:11]=2)[CH:5]=[CH:4][N:3]=[N:2]1.[C:17](O[C:17]([O:19][C:20]([CH3:23])([CH3:22])[CH3:21])=[O:18])([O:19][C:20]([CH3:23])([CH3:22])[CH3:21])=[O:18]. Product: [C:20]([O:19][C:17](=[O:18])[NH:16][C:13]1[CH:12]=[CH:11][C:10]([CH2:9][CH2:8][CH2:7][CH2:6][N:1]2[CH:5]=[CH:4][N:3]=[N:2]2)=[CH:15][CH:14]=1)([CH3:23])([CH3:22])[CH3:21]. The catalyst class is: 1. (6) Reactant: [NH2:1][C:2]1[CH:7]=[CH:6][CH:5]=[CH:4][C:3]=1[S:8]([C:11]1[CH:19]=[CH:18][CH:17]=[CH:16][C:12]=1[C:13](O)=[O:14])(=O)=O.S(=O)(=O)(O)O. Product: [CH:16]1[C:12]2[C:13](=[O:14])[NH:1][C:2]3[CH:7]=[CH:6][CH:5]=[CH:4][C:3]=3[S:8][C:11]=2[CH:19]=[CH:18][CH:17]=1. The catalyst class is: 113.